The task is: Predict which catalyst facilitates the given reaction.. This data is from Catalyst prediction with 721,799 reactions and 888 catalyst types from USPTO. (1) The catalyst class is: 1. Product: [OH:4][CH2:5][CH2:6][C:7]1[C:16]([CH3:17])=[C:15]2[C:10]([CH2:11][CH2:12][C:13](=[O:18])[NH:14]2)=[CH:9][C:8]=1[CH2:19][CH2:20][NH:21][C:22](=[O:28])[O:23][C:24]([CH3:26])([CH3:25])[CH3:27]. Reactant: COC[O:4][CH2:5][CH2:6][C:7]1[C:16]([CH3:17])=[C:15]2[C:10]([CH2:11][CH2:12][C:13](=[O:18])[NH:14]2)=[CH:9][C:8]=1[CH2:19][CH2:20][NH:21][C:22](=[O:28])[O:23][C:24]([CH3:27])([CH3:26])[CH3:25].Cl.[OH-].[Na+].C(OC(OC(C)(C)C)=O)(OC(C)(C)C)=O. (2) Reactant: [C:1](Cl)(=[O:5])[CH:2]([CH3:4])[CH3:3].CCN(CC)CC.[Cl:14][C:15]1[CH:20]=[C:19]([N+:21]([O-:23])=[O:22])[CH:18]=[CH:17][C:16]=1[N:24]1[CH2:29][CH2:28][NH:27][CH2:26][CH2:25]1. Product: [Cl:14][C:15]1[CH:20]=[C:19]([N+:21]([O-:23])=[O:22])[CH:18]=[CH:17][C:16]=1[N:24]1[CH2:29][CH2:28][N:27]([C:1](=[O:5])[CH:2]([CH3:4])[CH3:3])[CH2:26][CH2:25]1. The catalyst class is: 2. (3) Reactant: [H-].[Na+].[C:3]([CH2:5][CH2:6][CH2:7][CH2:8][CH:9]([C:16]([O:18][CH2:19][CH:20]=[CH2:21])=[O:17])[C:10]([O:12][CH2:13][CH:14]=[CH2:15])=[O:11])#[N:4].Br[CH2:23][CH2:24][C:25]1[CH:34]=[CH:33][C:28]([C:29]([O:31][CH3:32])=[O:30])=[CH:27][CH:26]=1.O. Product: [C:3]([CH2:5][CH2:6][CH2:7][CH2:8][C:9]([CH2:23][CH2:24][C:25]1[CH:34]=[CH:33][C:28]([C:29]([O:31][CH3:32])=[O:30])=[CH:27][CH:26]=1)([C:10]([O:12][CH2:13][CH:14]=[CH2:15])=[O:11])[C:16]([O:18][CH2:19][CH:20]=[CH2:21])=[O:17])#[N:4]. The catalyst class is: 3.